From a dataset of Forward reaction prediction with 1.9M reactions from USPTO patents (1976-2016). Predict the product of the given reaction. Given the reactants C(OC([NH:8][C@@H:9]([C:48]([CH3:52])([S:50][CH3:51])[CH3:49])[C:10]([N:12]1[C@H:21]([C:22](=[O:34])[NH:23][C@H:24]2[C:33]3[C:28](=[CH:29][CH:30]=[CH:31][CH:32]=3)[CH2:27][CH2:26][CH2:25]2)[CH2:20][C:19]2[C:14](=[CH:15][C:16]([NH:35][C:36]([C:38]3[CH:47]=[CH:46][C:41]([C:42]([O:44][CH3:45])=[O:43])=[CH:40][CH:39]=3)=[O:37])=[CH:17][CH:18]=2)[CH2:13]1)=[O:11])=O)(C)(C)C.[C:53]([OH:59])([C:55]([F:58])([F:57])[F:56])=[O:54], predict the reaction product. The product is: [NH2:8][C@@H:9]([C:48]([CH3:52])([S:50][CH3:51])[CH3:49])[C:10]([N:12]1[C@H:21]([C:22](=[O:34])[NH:23][C@H:24]2[C:33]3[C:28](=[CH:29][CH:30]=[CH:31][CH:32]=3)[CH2:27][CH2:26][CH2:25]2)[CH2:20][C:19]2[C:14](=[CH:15][C:16]([NH:35][C:36]([C:38]3[CH:39]=[CH:40][C:41]([C:42]([O:44][CH3:45])=[O:43])=[CH:46][CH:47]=3)=[O:37])=[CH:17][CH:18]=2)[CH2:13]1)=[O:11].[C:53]([OH:59])([C:55]([F:58])([F:57])[F:56])=[O:54].